Dataset: Catalyst prediction with 721,799 reactions and 888 catalyst types from USPTO. Task: Predict which catalyst facilitates the given reaction. (1) Reactant: Br[C:2]1[CH:11]=[CH:10][C:5]([C:6]([O:8]C)=[O:7])=[C:4]([NH:12][C:13]2[CH:18]=[CH:17][C:16]([F:19])=[CH:15][CH:14]=2)[CH:3]=1.[C:20]([NH:23][C:24]1[CH:29]=[CH:28][C:27](B(O)O)=[CH:26][CH:25]=1)(=[O:22])[CH3:21].C(=O)([O-])[O-].[Na+].[Na+]. Product: [C:20]([NH:23][C:24]1[CH:29]=[CH:28][C:27]([C:2]2[CH:11]=[CH:10][C:5]([C:6]([OH:8])=[O:7])=[C:4]([NH:12][C:13]3[CH:18]=[CH:17][C:16]([F:19])=[CH:15][CH:14]=3)[CH:3]=2)=[CH:26][CH:25]=1)(=[O:22])[CH3:21]. The catalyst class is: 80. (2) Reactant: CNC.[N:4]1[CH:9]=[CH:8]C=[CH:6][CH:5]=1.[C:10]1([CH3:17])[CH:15]=[CH:14]C(Cl)=[CH:12][CH:11]=1.Cl.CCCCCC.C([O:28][CH2:29][CH3:30])(=O)C. Product: [CH2:5]([N:4]([CH2:9][CH3:8])[C:29](=[O:28])[C:30]1[CH:12]=[CH:11][C:10]([CH3:17])=[CH:15][CH:14]=1)[CH3:6]. The catalyst class is: 2. (3) Reactant: [C:1]([CH:3]1[CH2:6][N:5]([C:7](=[O:31])[C@H:8]([NH:10][C:11]([C:13]2[C:21]3[C:16](=[N:17][CH:18]=[C:19](Br)[N:20]=3)[N:15]([CH2:23][O:24][CH2:25][CH2:26][Si:27]([CH3:30])([CH3:29])[CH3:28])[CH:14]=2)=[O:12])[CH3:9])[CH2:4]1)#[N:2].[F:32][C:33]1[CH:34]=[CH:35][C:36]2[N:37]([C:39]([S:55][CH3:56])=[N:40][C:41]=2[Sn](CCCC)(CCCC)CCCC)[CH:38]=1. Product: [C:1]([CH:3]1[CH2:6][N:5]([C:7](=[O:31])[C@H:8]([NH:10][C:11]([C:13]2[C:21]3[C:16](=[N:17][CH:18]=[C:19]([C:41]4[N:40]=[C:39]([S:55][CH3:56])[N:37]5[CH:38]=[C:33]([F:32])[CH:34]=[CH:35][C:36]=45)[N:20]=3)[N:15]([CH2:23][O:24][CH2:25][CH2:26][Si:27]([CH3:30])([CH3:29])[CH3:28])[CH:14]=2)=[O:12])[CH3:9])[CH2:4]1)#[N:2]. The catalyst class is: 441. (4) The catalyst class is: 4. Product: [CH:1]1([C:4]2[CH:9]=[CH:8][C:7]([C@@H:10]3[CH2:12][C@H:11]3[NH2:13])=[CH:6][CH:5]=2)[CH2:3][CH2:2]1. Reactant: [CH:1]1([C:4]2[CH:9]=[CH:8][C:7]([C@@H:10]3[CH2:12][C@H:11]3[NH:13]C(=O)OC(C)(C)C)=[CH:6][CH:5]=2)[CH2:3][CH2:2]1.C(O)(C(F)(F)F)=O.